The task is: Predict the reaction yield, written as a fraction of the theoretical maximum amount of product (1.0 means a 100% yield; for example, 0.34 means a 34% yield).. This data is from Reaction yield outcomes from USPTO patents with 853,638 reactions. The reactants are [CH:1]([C:3]1[C:4]([CH3:13])=[CH:5][C:6]([CH3:12])=[C:7]([CH:11]=1)[C:8]([OH:10])=O)=[O:2].Cl.[NH:15]1[CH2:18][CH:17]([C:19]2[CH:26]=[CH:25][C:22]([C:23]#[N:24])=[CH:21][CH:20]=2)[CH2:16]1.CCN(C(C)C)C(C)C.CN(C(ON1N=NC2C=CC=CC1=2)=[N+](C)C)C.F[P-](F)(F)(F)(F)F. The yield is 0.540. The catalyst is CCOC(C)=O. The product is [CH:1]([C:3]1[C:4]([CH3:13])=[CH:5][C:6]([CH3:12])=[C:7]([CH:11]=1)[C:8]([N:15]1[CH2:18][CH:17]([C:19]2[CH:26]=[CH:25][C:22]([C:23]#[N:24])=[CH:21][CH:20]=2)[CH2:16]1)=[O:10])=[O:2].